The task is: Predict the product of the given reaction.. This data is from Forward reaction prediction with 1.9M reactions from USPTO patents (1976-2016). (1) The product is: [Cl:1][C:2]1[CH:11]=[CH:10][C:9]2[N:8]=[CH:7][C:6]3[N:12]=[C:13]([CH3:21])[N:14]([CH:15]4[CH2:20][CH2:19][N:18]([C:32]([CH:29]5[CH2:31][CH2:30]5)=[O:33])[CH2:17][CH2:16]4)[C:5]=3[C:4]=2[N:3]=1. Given the reactants [Cl:1][C:2]1[CH:11]=[CH:10][C:9]2[N:8]=[CH:7][C:6]3[N:12]=[C:13]([CH3:21])[N:14]([CH:15]4[CH2:20][CH2:19][NH:18][CH2:17][CH2:16]4)[C:5]=3[C:4]=2[N:3]=1.CCN(CC)CC.[CH:29]1([C:32](Cl)=[O:33])[CH2:31][CH2:30]1, predict the reaction product. (2) Given the reactants [Br:1][C:2]1[CH:11]=[CH:10][C:5]([C:6]([O:8]C)=[O:7])=[C:4]([O:12][CH3:13])[CH:3]=1.[OH-].[Na+].Cl, predict the reaction product. The product is: [Br:1][C:2]1[CH:11]=[CH:10][C:5]([C:6]([OH:8])=[O:7])=[C:4]([O:12][CH3:13])[CH:3]=1. (3) Given the reactants [CH2:1]([N:8]1[C:12](=[O:13])[C:11]2=[CH:14][CH:15]=[CH:16][CH:17]=[C:10]2[C:9]1=[O:18])[C:2]1[CH:7]=[CH:6][CH:5]=[CH:4][CH:3]=1.O, predict the reaction product. The product is: [OH:13][CH:12]1[C:11]2[C:10](=[CH:17][CH:16]=[CH:15][CH:14]=2)[C:9](=[O:18])[N:8]1[CH2:1][C:2]1[CH:7]=[CH:6][CH:5]=[CH:4][CH:3]=1. (4) Given the reactants [O:1]1[CH2:6][CH2:5][NH:4][C:3]2[CH:7]=[N:8][CH:9]=[CH:10][C:2]1=2.[F:11][C:12]1[CH:13]=[C:14]([CH:18]=[C:19]([F:23])[C:20]=1[O:21][CH3:22])[C:15](Cl)=[O:16].C(N(CC)CC)C.O, predict the reaction product. The product is: [F:11][C:12]1[CH:13]=[C:14]([C:15]([N:4]2[CH2:5][CH2:6][O:1][C:2]3[CH:10]=[CH:9][N:8]=[CH:7][C:3]2=3)=[O:16])[CH:18]=[C:19]([F:23])[C:20]=1[O:21][CH3:22]. (5) Given the reactants [NH2:1][C:2]1[C:3]2[C:10]([C:11]([C:13]3[CH:14]=[CH:15][C:16]([O:31][CH3:32])=[C:17]([NH:19][C:20]([NH:22][C:23]4[CH:28]=[CH:27][C:26]([Cl:29])=[CH:25][C:24]=4[Cl:30])=[O:21])[CH:18]=3)=[O:12])=[CH:9][N:8]([CH:33]([CH3:35])[CH3:34])[C:4]=2[N:5]=[CH:6][N:7]=1.[C:36]1([S:42]([OH:45])(=[O:44])=[O:43])[CH:41]=[CH:40][CH:39]=[CH:38][CH:37]=1, predict the reaction product. The product is: [NH2:1][C:2]1[C:3]2[C:10]([C:11]([C:13]3[CH:14]=[CH:15][C:16]([O:31][CH3:32])=[C:17]([NH:19][C:20]([NH:22][C:23]4[CH:28]=[CH:27][C:26]([Cl:29])=[CH:25][C:24]=4[Cl:30])=[O:21])[CH:18]=3)=[O:12])=[CH:9][N:8]([CH:33]([CH3:35])[CH3:34])[C:4]=2[N:5]=[CH:6][N:7]=1.[S:42]([C:36]1[CH:41]=[CH:40][CH:39]=[CH:38][CH:37]=1)([O-:45])(=[O:44])=[O:43]. (6) Given the reactants [CH3:1][C:2]([CH3:32])([CH2:28][CH2:29][CH2:30][CH3:31])[C:3]([NH:5][CH2:6][CH:7]1[O:11][C:10]([CH3:13])([CH3:12])[N:9]([C:14]([O:16][C:17]([CH3:20])([CH3:19])[CH3:18])=[O:15])[C@H:8]1[CH2:21][C@H:22]([CH2:26][OH:27])[CH:23]([CH3:25])[CH3:24])=[O:4].CC(OI1(OC(C)=O)(OC(C)=O)OC(=O)C2C=CC=CC1=2)=O, predict the reaction product. The product is: [CH3:32][C:2]([CH3:1])([CH2:28][CH2:29][CH2:30][CH3:31])[C:3]([NH:5][CH2:6][CH:7]1[O:11][C:10]([CH3:12])([CH3:13])[N:9]([C:14]([O:16][C:17]([CH3:18])([CH3:19])[CH3:20])=[O:15])[C@H:8]1[CH2:21][C@H:22]([CH:26]=[O:27])[CH:23]([CH3:24])[CH3:25])=[O:4]. (7) Given the reactants Cl[C:2]1[CH:7]=[C:6]([CH3:8])[NH:5][C:4](=[O:9])[C:3]=1[C:10]#[N:11].OCC1(OC[C@@H](O)[C@@H](O)[C@H]1O)O.[CH3:24][NH2:25].C(O)C, predict the reaction product. The product is: [CH3:8][C:6]1[NH:5][C:4](=[O:9])[C:3]([C:10]#[N:11])=[C:2]([NH:25][CH3:24])[CH:7]=1. (8) The product is: [F:17][C:18]1[CH:19]=[C:15]([C:5]2([N:1]3[CH2:4][CH2:3][CH2:2]3)[CH2:14][CH2:13][C:8]3([O:12][CH2:11][CH2:10][O:9]3)[CH2:7][CH2:6]2)[CH:21]=[CH:22][CH:23]=1. Given the reactants [N:1]1([C:5]2([C:15]#N)[CH2:14][CH2:13][C:8]3([O:12][CH2:11][CH2:10][O:9]3)[CH2:7][CH2:6]2)[CH2:4][CH2:3][CH2:2]1.[F:17][C:18]1[CH:19]=C([Mg]Br)[CH:21]=[CH:22][CH:23]=1.[Cl-].[NH4+], predict the reaction product. (9) The product is: [CH3:1][N:2]1[CH2:3][CH2:4][N:5]([C:8]2[CH:13]=[CH:12][CH:11]=[C:10]([NH2:14])[C:9]=2[NH2:15])[CH2:6][CH2:7]1. Given the reactants [CH3:1][N:2]1[CH2:7][CH2:6][N:5]([C:8]2[C:9]([N+:15]([O-])=O)=[C:10]([NH2:14])[CH:11]=[CH:12][CH:13]=2)[CH2:4][CH2:3]1, predict the reaction product. (10) Given the reactants [CH2:1]([N:4]([CH2:12][C:13](=O)[C:14]1[S:15][CH:16]=[CH:17][CH:18]=1)[C:5](=[O:11])[O:6][C:7]([CH3:10])([CH3:9])[CH3:8])[CH:2]=[CH2:3].Cl.[NH2:21][OH:22].C([O-])(=O)C.[Na+], predict the reaction product. The product is: [CH2:1]([N:4]([CH2:12][C:13](=[N:21][OH:22])[C:14]1[S:15][CH:16]=[CH:17][CH:18]=1)[C:5](=[O:11])[O:6][C:7]([CH3:10])([CH3:9])[CH3:8])[CH:2]=[CH2:3].